This data is from Catalyst prediction with 721,799 reactions and 888 catalyst types from USPTO. The task is: Predict which catalyst facilitates the given reaction. (1) Product: [OH:2][C:3]1[CH:17]=[CH:16][C:6]2[NH:7][C:8](=[O:15])[C:9]3[CH:10]=[CH:11][CH:12]=[N:13][C:14]=3[C:5]=2[CH:4]=1. The catalyst class is: 4. Reactant: C[O:2][C:3]1[CH:17]=[CH:16][C:6]2[NH:7][C:8](=[O:15])[C:9]3[CH:10]=[CH:11][CH:12]=[N:13][C:14]=3[C:5]=2[CH:4]=1.ClCCl.B(Br)(Br)Br. (2) Reactant: [CH3:1]N1C2C(=CC=C(N)C=2)CC1.[N+:12]([C:15]1[CH:23]=[C:22]2[C:18]([CH2:19][CH2:20][NH:21]2)=[CH:17][CH:16]=1)([O-:14])=[O:13].CI.C([O-])([O-])=O.[K+].[K+]. Product: [CH3:1][N:21]1[C:22]2[C:18](=[CH:17][CH:16]=[C:15]([N+:12]([O-:14])=[O:13])[CH:23]=2)[CH2:19][CH2:20]1. The catalyst class is: 21. (3) Reactant: [CH3:1][O:2][C:3](=[O:29])[C:4]1[CH:9]=[CH:8][C:7]([C:10]([CH2:26][CH3:27])([C:13]2[CH:18]=[CH:17][C:16]([C:19]#[C:20][Si](C)(C)C)=[C:15]([CH3:25])[CH:14]=2)[CH2:11][CH3:12])=[CH:6][C:5]=1[CH3:28].[F-].[Cs+]. Product: [CH3:1][O:2][C:3](=[O:29])[C:4]1[CH:9]=[CH:8][C:7]([C:10]([CH2:11][CH3:12])([C:13]2[CH:18]=[CH:17][C:16]([C:19]#[CH:20])=[C:15]([CH3:25])[CH:14]=2)[CH2:26][CH3:27])=[CH:6][C:5]=1[CH3:28]. The catalyst class is: 47.